Dataset: Forward reaction prediction with 1.9M reactions from USPTO patents (1976-2016). Task: Predict the product of the given reaction. (1) The product is: [Cl:1][C:2]1[CH:3]=[CH:4][C:5]([O:33][CH3:34])=[C:6]([C:8]2[C:17]3[C:12](=[CH:13][C:14]([S:18]([NH:40][C:36]4[S:35][CH:39]=[N:38][N:37]=4)(=[O:20])=[O:19])=[CH:15][CH:16]=3)[CH:11]=[CH:10][N:9]=2)[CH:7]=1. Given the reactants [Cl:1][C:2]1[CH:3]=[CH:4][C:5]([O:33][CH3:34])=[C:6]([C:8]2[C:17]3[C:12](=[CH:13][C:14]([S:18](OC4C(F)=C(F)C(F)=C(F)C=4F)(=[O:20])=[O:19])=[CH:15][CH:16]=3)[CH:11]=[CH:10][N:9]=2)[CH:7]=1.[S:35]1[CH:39]=[N:38][N:37]=[C:36]1[NH2:40].C(=O)([O-])[O-].[Cs+].[Cs+].CN(C=O)C, predict the reaction product. (2) Given the reactants [O:1]1[C:6]2[CH:7]=[CH:8][C:9]([CH:11]=[O:12])=[CH:10][C:5]=2[O:4][CH2:3][CH2:2]1.[BH4-].[Na+], predict the reaction product. The product is: [O:1]1[C:6]2[CH:7]=[CH:8][C:9]([CH2:11][OH:12])=[CH:10][C:5]=2[O:4][CH2:3][CH2:2]1.